Task: Regression. Given two drug SMILES strings and cell line genomic features, predict the synergy score measuring deviation from expected non-interaction effect.. Dataset: NCI-60 drug combinations with 297,098 pairs across 59 cell lines Drug 1: CNC(=O)C1=CC=CC=C1SC2=CC3=C(C=C2)C(=NN3)C=CC4=CC=CC=N4. Drug 2: C1=NC2=C(N=C(N=C2N1C3C(C(C(O3)CO)O)F)Cl)N. Cell line: MOLT-4. Synergy scores: CSS=61.6, Synergy_ZIP=2.53, Synergy_Bliss=1.95, Synergy_Loewe=-7.87, Synergy_HSA=2.42.